Dataset: Forward reaction prediction with 1.9M reactions from USPTO patents (1976-2016). Task: Predict the product of the given reaction. Given the reactants [F:1][C:2]([F:39])([F:38])[C:3]1[CH:4]=[C:5]([NH:9][C:10]([C:12]2[C:21]3[C:16](=[CH:17][C:18]([O:22][C:23]4[CH:28]=[C:27]([CH2:29][O:30]CC5C=CC=CC=5)[N:26]=[CH:25][N:24]=4)=[CH:19][CH:20]=3)[CH:15]=[CH:14][CH:13]=2)=[O:11])[CH:6]=[CH:7][CH:8]=1.C(OC(=O)C)(=O)C.S(=O)(=O)(O)O, predict the reaction product. The product is: [F:39][C:2]([F:1])([F:38])[C:3]1[CH:4]=[C:5]([NH:9][C:10]([C:12]2[C:21]3[C:16](=[CH:17][C:18]([O:22][C:23]4[CH:28]=[C:27]([CH2:29][OH:30])[N:26]=[CH:25][N:24]=4)=[CH:19][CH:20]=3)[CH:15]=[CH:14][CH:13]=2)=[O:11])[CH:6]=[CH:7][CH:8]=1.